This data is from Tyrosyl-DNA phosphodiesterase HTS with 341,365 compounds. The task is: Binary Classification. Given a drug SMILES string, predict its activity (active/inactive) in a high-throughput screening assay against a specified biological target. The molecule is Clc1ccc(CN2CC(CCC2=O)C(=O)N2CCN(CC2)c2c(cc(cc2)C)C)cc1. The result is 0 (inactive).